From a dataset of Reaction yield outcomes from USPTO patents with 853,638 reactions. Predict the reaction yield, written as a fraction of the theoretical maximum amount of product (1.0 means a 100% yield; for example, 0.34 means a 34% yield). (1) The reactants are [CH:1]1([CH2:6][CH:7]([C:11]2[CH:16]=[CH:15][C:14]([Cl:17])=[C:13]([Cl:18])[CH:12]=2)[C:8]([OH:10])=O)[CH2:5][CH2:4][CH2:3][CH2:2]1.C(Cl)(=O)C(Cl)=O.[NH2:25][C:26]1[S:27][C:28]2[CH:34]=[CH:33][CH:32]=[CH:31][C:29]=2[N:30]=1.C(N(CC)C(C)C)(C)C. The catalyst is C(Cl)Cl.CN(C)C=O.O. The product is [S:27]1[C:28]2[CH:34]=[CH:33][CH:32]=[CH:31][C:29]=2[N:30]=[C:26]1[NH:25][C:8](=[O:10])[CH:7]([C:11]1[CH:16]=[CH:15][C:14]([Cl:17])=[C:13]([Cl:18])[CH:12]=1)[CH2:6][CH:1]1[CH2:2][CH2:3][CH2:4][CH2:5]1. The yield is 0.420. (2) The reactants are [NH2:1][C:2]1[CH:7]=[CH:6][C:5]([C:8]2[O:12][C:11]([C@H:13]([NH:24][C:25]3[CH:32]=[CH:31][C:28]([C:29]#[N:30])=[C:27]([Cl:33])[C:26]=3[CH3:34])[C@H:14]([O:16][Si:17]([C:20]([CH3:23])([CH3:22])[CH3:21])([CH3:19])[CH3:18])[CH3:15])=[N:10][N:9]=2)=[CH:4][CH:3]=1.[C:35](Cl)(=[O:39])[CH2:36][CH2:37][CH3:38]. The catalyst is C(Cl)Cl.N1C=CC=CC=1. The product is [Si:17]([O:16][C@H:14]([CH3:15])[C@H:13]([C:11]1[O:12][C:8]([C:5]2[CH:4]=[CH:3][C:2]([NH:1][C:35](=[O:39])[CH2:36][CH2:37][CH3:38])=[CH:7][CH:6]=2)=[N:9][N:10]=1)[NH:24][C:25]1[CH:32]=[CH:31][C:28]([C:29]#[N:30])=[C:27]([Cl:33])[C:26]=1[CH3:34])([C:20]([CH3:22])([CH3:23])[CH3:21])([CH3:19])[CH3:18]. The yield is 1.00. (3) The reactants are [CH:1]([C:4]1[CH:8]=[C:7]([C:9]([OH:11])=O)[N:6]([CH3:12])[N:5]=1)([CH3:3])[CH3:2].CN(C)C=O.C(Cl)(=O)C(Cl)=O.[NH2:24][C:25]1[CH:26]=[C:27]([CH:44]=[CH:45][C:46]=1[F:47])[O:28][C:29]1[CH:30]=[CH:31][C:32]2[N:33]([CH:35]=[C:36]([NH:38][C:39]([CH:41]3[CH2:43][CH2:42]3)=[O:40])[N:37]=2)[N:34]=1.C(=O)([O-])O.[Na+]. The catalyst is O1CCCC1.CN(C)C(=O)C. The product is [CH:41]1([C:39]([NH:38][C:36]2[N:37]=[C:32]3[CH:31]=[CH:30][C:29]([O:28][C:27]4[CH:44]=[CH:45][C:46]([F:47])=[C:25]([NH:24][C:9]([C:7]5[N:6]([CH3:12])[N:5]=[C:4]([CH:1]([CH3:2])[CH3:3])[CH:8]=5)=[O:11])[CH:26]=4)=[N:34][N:33]3[CH:35]=2)=[O:40])[CH2:42][CH2:43]1. The yield is 0.740. (4) The reactants are [CH3:1][O:2][C@H:3]1[C@H:8]([NH:9][C:10](=[O:16])[O:11][C:12]([CH3:15])([CH3:14])[CH3:13])[CH2:7][CH2:6][NH:5][CH2:4]1.Br[CH2:18][CH2:19][OH:20].C(N(C(C)C)C(C)C)C. No catalyst specified. The product is [OH:20][CH2:19][CH2:18][N:5]1[CH2:6][CH2:7][C@@H:8]([NH:9][C:10](=[O:16])[O:11][C:12]([CH3:13])([CH3:15])[CH3:14])[C@H:3]([O:2][CH3:1])[CH2:4]1. The yield is 0.570. (5) The reactants are [CH2:1]([O:3][C:4](=[O:33])[CH2:5][NH:6][CH2:7][C:8]1[CH:13]=[CH:12][CH:11]=[C:10]([O:14][CH2:15][CH2:16][C:17]2[N:18]=[C:19]([C:23]3[CH:28]=[CH:27][C:26]([C:29]([F:32])([F:31])[F:30])=[CH:25][CH:24]=3)[O:20][C:21]=2[CH3:22])[CH:9]=1)[CH3:2].[CH2:34]([N:36]([CH2:41][CH3:42])[S:37](Cl)(=[O:39])=[O:38])[CH3:35].C(N(CC)CC)C. No catalyst specified. The product is [CH2:1]([O:3][C:4](=[O:33])[CH2:5][N:6]([S:37]([N:36]([CH2:41][CH3:42])[CH2:34][CH3:35])(=[O:39])=[O:38])[CH2:7][C:8]1[CH:13]=[CH:12][CH:11]=[C:10]([O:14][CH2:15][CH2:16][C:17]2[N:18]=[C:19]([C:23]3[CH:28]=[CH:27][C:26]([C:29]([F:30])([F:32])[F:31])=[CH:25][CH:24]=3)[O:20][C:21]=2[CH3:22])[CH:9]=1)[CH3:2]. The yield is 0.820. (6) The reactants are Cl[CH:2]([C:8](=O)[C:9]1[CH:14]=[CH:13][CH:12]=[CH:11][CH:10]=1)[C:3]([O:5][CH2:6][CH3:7])=[O:4].[NH2:16][C:17]([NH2:19])=[S:18].CCOC(C)=O. The catalyst is CCO. The product is [NH2:19][C:17]1[S:18][C:2]([C:3]([O:5][CH2:6][CH3:7])=[O:4])=[C:8]([C:9]2[CH:14]=[CH:13][CH:12]=[CH:11][CH:10]=2)[N:16]=1. The yield is 0.890. (7) The catalyst is CN(C)C=O.O1CCCC1.O. The product is [Cl:30][C:26]1[CH:25]=[C:24]([CH:22]([N:3]2[C:4]3[CH:10]=[C:9]([N:11]4[CH2:16][CH2:15][O:14][CH2:13][CH2:12]4)[CH:8]=[C:7]([C:17]([OH:19])=[O:18])[C:5]=3[N:6]=[C:2]2[CH3:1])[CH3:23])[CH:29]=[CH:28][CH:27]=1. The reactants are [CH3:1][C:2]1[NH:6][C:5]2[C:7]([C:17]([O:19]C)=[O:18])=[CH:8][C:9]([N:11]3[CH2:16][CH2:15][O:14][CH2:13][CH2:12]3)=[CH:10][C:4]=2[N:3]=1.Br[CH:22]([C:24]1[CH:29]=[CH:28][CH:27]=[C:26]([Cl:30])[CH:25]=1)[CH3:23].C(=O)([O-])[O-].[K+].[K+].[OH-].[Li+]. The yield is 0.243.